This data is from Reaction yield outcomes from USPTO patents with 853,638 reactions. The task is: Predict the reaction yield, written as a fraction of the theoretical maximum amount of product (1.0 means a 100% yield; for example, 0.34 means a 34% yield). (1) The product is [Cl:1][C:2]1[S:6][C:5]([C:7]([NH:17][C@H:18]([CH2:19][N:20]2[C:28](=[O:29])[C:27]3[C:22](=[CH:23][CH:24]=[CH:25][CH:26]=3)[C:21]2=[O:30])[CH2:31][C:32]2[CH:37]=[C:36]([F:38])[CH:35]=[CH:34][C:33]=2[F:39])=[O:9])=[CH:4][C:3]=1[C:10]1[N:14]([CH3:15])[N:13]=[CH:12][C:11]=1[Cl:16]. The catalyst is C(Cl)(Cl)Cl. The reactants are [Cl:1][C:2]1[S:6][C:5]([C:7]([OH:9])=O)=[CH:4][C:3]=1[C:10]1[N:14]([CH3:15])[N:13]=[CH:12][C:11]=1[Cl:16].[NH2:17][C@@H:18]([CH2:31][C:32]1[CH:37]=[C:36]([F:38])[CH:35]=[CH:34][C:33]=1[F:39])[CH2:19][N:20]1[C:28](=[O:29])[C:27]2[C:22](=[CH:23][CH:24]=[CH:25][CH:26]=2)[C:21]1=[O:30].FC1C=CC=C(F)C=1C[C@@H](C(O)=O)N.C1CN([P+](Br)(N2CCCC2)N2CCCC2)CC1.F[P-](F)(F)(F)(F)F.CCN(C(C)C)C(C)C. The yield is 0.360. (2) The reactants are [CH3:1][O:2][C:3]1[N:8]=[C:7]2[C:9]3([CH2:29][O:30][C:6]2=[CH:5][CH:4]=1)[C:17]1[C:12](=[CH:13][CH:14]=[CH:15][CH:16]=1)[N:11]([CH2:18][C:19]1[O:20][C:21]([C:24]([F:27])([F:26])[F:25])=[CH:22][CH:23]=1)[C:10]3=[O:28].ClC1C=C(C=CC=1)C(OO)=[O:36]. The catalyst is ClCCl. The product is [CH3:1][O:2][C:3]1[N+:8]([O-:36])=[C:7]2[C:9]3([CH2:29][O:30][C:6]2=[CH:5][CH:4]=1)[C:17]1[C:12](=[CH:13][CH:14]=[CH:15][CH:16]=1)[N:11]([CH2:18][C:19]1[O:20][C:21]([C:24]([F:27])([F:26])[F:25])=[CH:22][CH:23]=1)[C:10]3=[O:28]. The yield is 0.150. (3) The reactants are F[C:2]1[CH:7]=[C:6]([C:8]2[C:13]([CH3:14])=[CH:12][N:11]=[C:10]([NH:15][CH:16]3[CH2:21][CH2:20][O:19][CH2:18][CH2:17]3)[N:9]=2)[CH:5]=[CH:4][N:3]=1.C([O-])(O)=[O:23].[Na+]. The catalyst is Cl. The product is [CH3:14][C:13]1[C:8]([C:6]2[CH:5]=[CH:4][NH:3][C:2](=[O:23])[CH:7]=2)=[N:9][C:10]([NH:15][CH:16]2[CH2:21][CH2:20][O:19][CH2:18][CH2:17]2)=[N:11][CH:12]=1. The yield is 0.803. (4) The reactants are Br[C:2]1[C:7]2[S:8][C:9]([C:11]3[C:16]([F:17])=[CH:15][CH:14]=[CH:13][C:12]=3[Cl:18])=[N:10][C:6]=2[C:5]([F:19])=[CH:4][N:3]=1.[CH3:20][C:21]1[N:26]=[CH:25][N:24]=[C:23]([NH2:27])[CH:22]=1.CC1(C)C2C(=C(P(C3C=CC=CC=3)C3C=CC=CC=3)C=CC=2)OC2C(P(C3C=CC=CC=3)C3C=CC=CC=3)=CC=CC1=2.C([O-])([O-])=O.[Cs+].[Cs+]. The catalyst is O1CCOCC1.C1C=CC(/C=C/C(/C=C/C2C=CC=CC=2)=O)=CC=1.C1C=CC(/C=C/C(/C=C/C2C=CC=CC=2)=O)=CC=1.C1C=CC(/C=C/C(/C=C/C2C=CC=CC=2)=O)=CC=1.[Pd].[Pd]. The product is [Cl:18][C:12]1[CH:13]=[CH:14][CH:15]=[C:16]([F:17])[C:11]=1[C:9]1[S:8][C:7]2[C:2]([NH:27][C:23]3[CH:22]=[C:21]([CH3:20])[N:26]=[CH:25][N:24]=3)=[N:3][CH:4]=[C:5]([F:19])[C:6]=2[N:10]=1. The yield is 0.420. (5) The reactants are Br[C:2]1[CH:19]=[CH:18][C:5]2[CH:6]3[CH2:17][CH:8]([C:9]4[S:13][C:12]([C:14]([NH2:16])=[O:15])=[N:11][C:10]=4[C:4]=2[CH:3]=1)[CH2:7]3.[CH3:20][C:21]1[O:25][N:24]=[C:23]([C@:26]([OH:30])([C:28]#[CH:29])[CH3:27])[N:22]=1. No catalyst specified. The product is [OH:30][C@:26]([C:23]1[N:22]=[C:21]([CH3:20])[O:25][N:24]=1)([CH3:27])[C:28]#[C:29][C:2]1[CH:19]=[CH:18][C:5]2[CH:6]3[CH2:17][CH:8]([C:9]4[S:13][C:12]([C:14]([NH2:16])=[O:15])=[N:11][C:10]=4[C:4]=2[CH:3]=1)[CH2:7]3. The yield is 0.140. (6) The reactants are Cl.[CH3:2][O:3][C:4]1[C:5]([CH3:21])=[C:6]([NH:14][C:15](=[O:20])[C:16]([CH3:19])([CH3:18])[CH3:17])[CH:7]=[CH:8][C:9]=1[O:10]COC.O.[CH3:23][S:24](Cl)(=[O:26])=[O:25]. The catalyst is CO.N1C=CC=CC=1. The product is [CH3:23][S:24]([O:10][C:9]1[CH:8]=[CH:7][C:6]([NH:14][C:15](=[O:20])[C:16]([CH3:19])([CH3:18])[CH3:17])=[C:5]([CH3:21])[C:4]=1[O:3][CH3:2])(=[O:26])=[O:25]. The yield is 1.00. (7) The reactants are C([O:5][C:6](=[O:38])[CH2:7][CH:8]([NH:11][S:12]([C:15]1[CH:20]=[CH:19][C:18]([NH:21][C:22](=[O:24])[CH3:23])=[CH:17][C:16]=1[O:25][CH2:26][CH2:27][C:28]1[CH:37]=[CH:36][CH:35]=[C:34]2[C:29]=1[CH:30]=[CH:31][CH:32]=[N:33]2)(=[O:14])=[O:13])[CH:9]=[O:10])(C)(C)C.[F:39][C:40]([F:45])([F:44])[C:41]([OH:43])=[O:42]. The catalyst is C(Cl)Cl. The product is [F:39][C:40]([F:45])([F:44])[C:41]([OH:43])=[O:42].[C:22]([NH:21][C:18]1[CH:19]=[CH:20][C:15]([S:12]([NH:11][CH:8]([CH:9]=[O:10])[CH2:7][C:6]([OH:38])=[O:5])(=[O:13])=[O:14])=[C:16]([O:25][CH2:26][CH2:27][C:28]2[CH:37]=[CH:36][CH:35]=[C:34]3[C:29]=2[CH:30]=[CH:31][CH:32]=[N:33]3)[CH:17]=1)(=[O:24])[CH3:23]. The yield is 0.680.